Predict the reactants needed to synthesize the given product. From a dataset of Full USPTO retrosynthesis dataset with 1.9M reactions from patents (1976-2016). (1) The reactants are: CC([C:4]1[CH:9]=[CH:8][C:7]([Br:10])=[CH:6][CH:5]=1)=O.S([CH2:21][N+:22]#[C-])(C1C=CC(C)=CC=1)(=O)=O.CC(C)([O-])C.[K+].[ClH:30].[CH2:31]([CH2:34]OC)OC. Given the product [ClH:30].[Br:10][C:7]1[CH:8]=[CH:9][C:4]([CH:31]([CH3:34])[CH2:21][NH2:22])=[CH:5][CH:6]=1, predict the reactants needed to synthesize it. (2) Given the product [CH3:1][C:2]1[N:3]([CH2:7][CH2:8][O:9][C:10]2[CH:11]=[CH:12][C:13]([N:16]3[C:21](=[O:22])[CH:20]=[CH:19][C:18]4[C:23]([C:31]5[CH:32]=[CH:33][CH:34]=[CH:35][CH:36]=5)=[C:24]([C:26]([OH:28])=[O:27])[S:25][C:17]3=4)=[CH:14][CH:15]=2)[CH:4]=[CH:5][N:6]=1, predict the reactants needed to synthesize it. The reactants are: [CH3:1][C:2]1[N:3]([CH2:7][CH2:8][O:9][C:10]2[CH:15]=[CH:14][C:13]([N:16]3[C:21](=[O:22])[CH:20]=[CH:19][C:18]4[C:23]([C:31]5[CH:36]=[CH:35][CH:34]=[CH:33][CH:32]=5)=[C:24]([C:26]([O:28]CC)=[O:27])[S:25][C:17]3=4)=[CH:12][CH:11]=2)[CH:4]=[CH:5][N:6]=1.[OH-].[Na+]. (3) Given the product [NH2:1][C:2]1[CH:7]=[CH:6][CH:5]=[CH:4][C:3]=1[NH:8][C:9]([C:11]1[S:12][C:13]([CH:16]2[CH2:21][CH2:20][N:19]([CH2:29][C:30]3[CH:35]=[CH:34][CH:33]=[CH:32][CH:31]=3)[CH2:18][CH2:17]2)=[CH:14][CH:15]=1)=[O:10], predict the reactants needed to synthesize it. The reactants are: [NH2:1][C:2]1[CH:7]=[CH:6][CH:5]=[CH:4][C:3]=1[NH:8][C:9]([C:11]1[S:12][C:13]([CH:16]2[CH2:21][CH2:20][NH:19][CH2:18][CH2:17]2)=[CH:14][CH:15]=1)=[O:10].C(N(CC)CC)C.[CH2:29](Br)[C:30]1[CH:35]=[CH:34][CH:33]=[CH:32][CH:31]=1.[I-].[K+]. (4) Given the product [Cl:28][C:25]1[CH:26]=[CH:27][C:22]([C:17]2([CH2:16][C:12]3[N:11]4[CH2:29][CH2:30][N:31]([C:34]5[CH:35]=[CH:36][CH:37]=[CH:38][CH:39]=5)[C:32](=[O:33])[C:10]4=[C:9]([OH:8])[C:14](=[O:15])[N:13]=3)[CH2:21][CH2:20][CH2:19][CH2:18]2)=[CH:23][CH:24]=1, predict the reactants needed to synthesize it. The reactants are: C([O:8][C:9]1[C:14](=[O:15])[N:13]=[C:12]([CH2:16][C:17]2([C:22]3[CH:27]=[CH:26][C:25]([Cl:28])=[CH:24][CH:23]=3)[CH2:21][CH2:20][CH2:19][CH2:18]2)[N:11]2[CH2:29][CH2:30][N:31]([C:34]3[CH:39]=[CH:38][CH:37]=[CH:36][CH:35]=3)[C:32](=[O:33])[C:10]=12)C1C=CC=CC=1.Cl.C([O-])(O)=O.[Na+]. (5) Given the product [F:27][C:26]([F:29])([F:28])[CH2:25][O:24][C:16]1[CH:15]=[C:14]([C:12]2[CH:11]=[C:10]([C:30]([F:33])([F:32])[F:31])[N:9]=[C:8]([C:4]3[CH:3]=[C:2]([C:38]4[CH:39]=[CH:40][C:35]([NH2:34])=[N:36][CH:37]=4)[CH:7]=[CH:6][CH:5]=3)[N:13]=2)[CH:19]=[CH:18][C:17]=1[C:20]([F:23])([F:22])[F:21], predict the reactants needed to synthesize it. The reactants are: Br[C:2]1[CH:3]=[C:4]([C:8]2[N:13]=[C:12]([C:14]3[CH:19]=[CH:18][C:17]([C:20]([F:23])([F:22])[F:21])=[C:16]([O:24][CH2:25][C:26]([F:29])([F:28])[F:27])[CH:15]=3)[CH:11]=[C:10]([C:30]([F:33])([F:32])[F:31])[N:9]=2)[CH:5]=[CH:6][CH:7]=1.[NH2:34][C:35]1[CH:40]=[CH:39][C:38](B2OC(C)(C)C(C)(C)O2)=[CH:37][N:36]=1. (6) Given the product [C:13]([O:17][C:18]([N:20]1[CH2:25][CH2:24][CH2:23][CH:22]([CH:26]([OH:28])[CH3:27])[CH2:21]1)=[O:19])([CH3:16])([CH3:15])[CH3:14], predict the reactants needed to synthesize it. The reactants are: B.C(N(CC)C1C=CC=CC=1)C.[C:13]([O:17][C:18]([N:20]1[CH2:25][CH2:24][CH2:23][C@H:22]([C:26](=[O:28])[CH3:27])[CH2:21]1)=[O:19])([CH3:16])([CH3:15])[CH3:14].